From a dataset of Peptide-MHC class I binding affinity with 185,985 pairs from IEDB/IMGT. Regression. Given a peptide amino acid sequence and an MHC pseudo amino acid sequence, predict their binding affinity value. This is MHC class I binding data. (1) The peptide sequence is MVMCGGSLYV. The MHC is HLA-A68:02 with pseudo-sequence HLA-A68:02. The binding affinity (normalized) is 0.824. (2) The peptide sequence is ETQSGALEV. The MHC is HLA-A02:06 with pseudo-sequence HLA-A02:06. The binding affinity (normalized) is 0.152. (3) The peptide sequence is VPTKLSPISI. The MHC is HLA-A02:01 with pseudo-sequence HLA-A02:01. The binding affinity (normalized) is 0.0922. (4) The peptide sequence is DSDPMDGCE. The MHC is HLA-A01:01 with pseudo-sequence HLA-A01:01. The binding affinity (normalized) is 0.0847. (5) The peptide sequence is AAAATCALV. The MHC is HLA-A02:01 with pseudo-sequence HLA-A02:01. The binding affinity (normalized) is 0.657. (6) The peptide sequence is SDSVCACGL. The MHC is HLA-B18:01 with pseudo-sequence HLA-B18:01. The binding affinity (normalized) is 0. (7) The peptide sequence is YTFFFTQYF. The MHC is HLA-A32:15 with pseudo-sequence HLA-A32:15. The binding affinity (normalized) is 0.582. (8) The peptide sequence is IVGLDLENL. The MHC is HLA-A02:01 with pseudo-sequence HLA-A02:01. The binding affinity (normalized) is 0.116. (9) The peptide sequence is KTSVDCNMY. The MHC is HLA-A24:02 with pseudo-sequence HLA-A24:02. The binding affinity (normalized) is 0.